Task: Regression/Classification. Given a drug SMILES string, predict its absorption, distribution, metabolism, or excretion properties. Task type varies by dataset: regression for continuous measurements (e.g., permeability, clearance, half-life) or binary classification for categorical outcomes (e.g., BBB penetration, CYP inhibition). Dataset: cyp3a4_veith.. Dataset: CYP3A4 inhibition data for predicting drug metabolism from PubChem BioAssay (1) The molecule is COc1ccc(-n2c(=O)c(-c3ccc(F)cc3)nc3cnc(N4CCNCC4)nc32)cc1. The result is 0 (non-inhibitor). (2) The drug is CCc1ccc(-n2c(=O)c3c(C)c(C(=O)N(C)C)sc3n(CC(=O)NCc3ccco3)c2=O)cc1. The result is 0 (non-inhibitor). (3) The molecule is CCN1C(=O)[C@H]2CC[C@H]3/C(=N\OCC(C)C)C[C@@H](O)[C@@H](O)[C@@H]3[C@@H]2C1=O. The result is 0 (non-inhibitor). (4) The drug is CC(C)(C)C(=O)N1CCc2cc(-c3csc(N)n3)ccc21. The result is 1 (inhibitor).